From a dataset of Forward reaction prediction with 1.9M reactions from USPTO patents (1976-2016). Predict the product of the given reaction. (1) Given the reactants C(N(CC)CC)C.Cl.[C:9]([NH:13][NH2:14])([CH3:12])([CH3:11])[CH3:10].[CH3:15][O:16][C:17](=[O:28])[C:18]([C:23]([CH:25]1[CH2:27][CH2:26]1)=O)=[CH:19]N(C)C, predict the reaction product. The product is: [CH3:15][O:16][C:17]([C:18]1[CH:19]=[N:14][N:13]([C:9]([CH3:12])([CH3:11])[CH3:10])[C:23]=1[CH:25]1[CH2:27][CH2:26]1)=[O:28]. (2) Given the reactants [NH2:1][C:2]1[N:7]=[C:6]([N:8]([CH3:15])[C:9]2[CH:14]=[CH:13][CH:12]=[CH:11][CH:10]=2)[N:5]=[C:4]([C:16]2[N:20]=[C:19]([C:21]3[N:26]=[CH:25][C:24]([CH:27]([OH:29])[CH3:28])=[CH:23][CH:22]=3)[O:18][N:17]=2)[N:3]=1.[Cl:30][C:31]([Cl:35])([Cl:34])[C:32]#N.[N:36]1(C2CCCCCCCCCC2)CCCN=CCCCC[CH2:37]1.O, predict the reaction product. The product is: [Cl:30][C:31]([Cl:35])([Cl:34])[CH2:32][C:37](=[NH:36])[O:29][CH:27]([C:24]1[CH:25]=[N:26][C:21]([C:19]2[O:18][N:17]=[C:16]([C:4]3[N:3]=[C:2]([NH2:1])[N:7]=[C:6]([N:8]([CH3:15])[C:9]4[CH:14]=[CH:13][CH:12]=[CH:11][CH:10]=4)[N:5]=3)[N:20]=2)=[CH:22][CH:23]=1)[CH3:28]. (3) Given the reactants Cl.[NH2:2][C@H:3]([C:11]([O:13][CH2:14][CH2:15][O:16][C:17]1[CH:22]=[CH:21][C:20]([C:23]2[C:28]([C:29]#[N:30])=[C:27]([S:31][CH2:32][C:33]3[N:34]=[C:35]([C:38]4[CH:43]=[CH:42][C:41]([Cl:44])=[CH:40][CH:39]=4)[S:36][CH:37]=3)[N:26]=[C:25]([NH2:45])[C:24]=2[C:46]#[N:47])=[CH:19][CH:18]=1)=[O:12])[CH2:4][C:5]1[CH:10]=[CH:9][CH:8]=[CH:7][CH:6]=1.[CH3:48][S:49]([OH:52])(=[O:51])=[O:50], predict the reaction product. The product is: [CH3:48][S:49]([OH:52])(=[O:51])=[O:50].[NH2:2][C@H:3]([C:11]([O:13][CH2:14][CH2:15][O:16][C:17]1[CH:18]=[CH:19][C:20]([C:23]2[C:28]([C:29]#[N:30])=[C:27]([S:31][CH2:32][C:33]3[N:34]=[C:35]([C:38]4[CH:43]=[CH:42][C:41]([Cl:44])=[CH:40][CH:39]=4)[S:36][CH:37]=3)[N:26]=[C:25]([NH2:45])[C:24]=2[C:46]#[N:47])=[CH:21][CH:22]=1)=[O:12])[CH2:4][C:5]1[CH:10]=[CH:9][CH:8]=[CH:7][CH:6]=1. (4) Given the reactants [Cl:1][C:2]1[CH:32]=[CH:31][C:30]([O:33][CH3:34])=[CH:29][C:3]=1[C:4]([NH:6][C:7]1[CH:8]=[N:9][C:10]([NH:13][C:14]2C=CC(C(N3CCN(C)CC3)=O)=CC=2)=[N:11][CH:12]=1)=[O:5].ClC1C=CC(OC)=CC=1C(O)=O.C(Cl)(=O)C(Cl)=O.NC1C=NC(NC2[S:62][CH:63]=[C:64]([C:66]([NH:68][CH2:69][CH2:70][N:71]3[CH2:75][CH2:74][CH2:73][CH2:72]3)=[O:67])[N:65]=2)=NC=1, predict the reaction product. The product is: [N:71]1([CH2:70][CH2:69][NH:68][C:66]([C:64]2[N:65]=[C:14]([NH:13][C:10]3[N:11]=[CH:12][C:7]([NH:6][C:4](=[O:5])[C:3]4[CH:29]=[C:30]([O:33][CH3:34])[CH:31]=[CH:32][C:2]=4[Cl:1])=[CH:8][N:9]=3)[S:62][CH:63]=2)=[O:67])[CH2:72][CH2:73][CH2:74][CH2:75]1. (5) Given the reactants [Br:1][C:2]1[CH:7]=[CH:6][CH:5]=[CH:4][C:3]=1[CH2:8][CH2:9][CH:10]([C:12]1[CH:17]=[CH:16][CH:15]=[C:14]([CH:18]2[O:22][CH2:21][CH2:20][O:19]2)[CH:13]=1)[OH:11].[Cr](Cl)([O-])(=O)=O.[NH+]1C=CC=CC=1.C(OCC)C, predict the reaction product. The product is: [Br:1][C:2]1[CH:7]=[CH:6][CH:5]=[CH:4][C:3]=1[CH2:8][CH2:9][C:10]([C:12]1[CH:17]=[CH:16][CH:15]=[C:14]([CH:18]2[O:19][CH2:20][CH2:21][O:22]2)[CH:13]=1)=[O:11]. (6) Given the reactants [N:1]1([C:7]([O:9][CH2:10][C:11]2[CH:16]=[CH:15][CH:14]=[CH:13][CH:12]=2)=[O:8])[CH2:6][CH2:5][NH:4][CH2:3][CH2:2]1.[O:17]1[CH:19]2[CH2:20][CH2:21][CH2:22][CH:18]12, predict the reaction product. The product is: [OH:17][C@@H:18]1[CH2:22][CH2:21][CH2:20][C@H:19]1[N:4]1[CH2:5][CH2:6][N:1]([C:7]([O:9][CH2:10][C:11]2[CH:16]=[CH:15][CH:14]=[CH:13][CH:12]=2)=[O:8])[CH2:2][CH2:3]1.